This data is from Acute oral toxicity (LD50) regression data from Zhu et al.. The task is: Regression/Classification. Given a drug SMILES string, predict its toxicity properties. Task type varies by dataset: regression for continuous values (e.g., LD50, hERG inhibition percentage) or binary classification for toxic/non-toxic outcomes (e.g., AMES mutagenicity, cardiotoxicity, hepatotoxicity). Dataset: ld50_zhu. (1) The compound is CCN(CCO)CCO. The rat oral LD50 is 1.47, given as -log10 of the dose in mol/kg body weight (higher means more acutely toxic). (2) The compound is O=C1CCc2cc(C(=O)CCN3CCC(Cc4ccccc4)CC3)ccc2N1. The rat oral LD50 is 2.88, given as -log10 of the dose in mol/kg body weight (higher means more acutely toxic).